Dataset: Reaction yield outcomes from USPTO patents with 853,638 reactions. Task: Predict the reaction yield, written as a fraction of the theoretical maximum amount of product (1.0 means a 100% yield; for example, 0.34 means a 34% yield). (1) The reactants are [CH3:1][C:2]1[N:7]([CH2:8][C:9]2[C:17]3[C:12](=[CH:13][CH:14]=[CH:15][CH:16]=3)[N:11]([CH3:18])[N:10]=2)[C:6](=[O:19])[C:5]([CH2:20][C:21]2[CH:26]=[CH:25][C:24]([C:27]3[CH:32]=[CH:31][CH:30]=[CH:29][C:28]=3[C:33]3[NH:37][C:36](=[O:38])[O:35][N:34]=3)=[CH:23][CH:22]=2)=[C:4]([CH2:39][CH2:40][CH3:41])[N:3]=1.[ClH:42].C(OCC)(=O)C. The catalyst is C(OCC)(=O)C. The product is [ClH:42].[CH3:1][C:2]1[N:7]([CH2:8][C:9]2[C:17]3[C:12](=[CH:13][CH:14]=[CH:15][CH:16]=3)[N:11]([CH3:18])[N:10]=2)[C:6](=[O:19])[C:5]([CH2:20][C:21]2[CH:26]=[CH:25][C:24]([C:27]3[CH:32]=[CH:31][CH:30]=[CH:29][C:28]=3[C:33]3[NH:37][C:36](=[O:38])[O:35][N:34]=3)=[CH:23][CH:22]=2)=[C:4]([CH2:39][CH2:40][CH3:41])[N:3]=1. The yield is 0.830. (2) The reactants are [CH3:1][C:2]1[N:6]([CH2:7][C:8]2[CH:13]=[CH:12][C:11]([CH3:14])=[CH:10][CH:9]=2)[N:5]=[C:4]([C:15]2[O:19][N:18]=[C:17]([C:20]3[CH:25]=[CH:24][C:23]([N:26]4[C:30](=[O:31])[CH2:29][NH:28][CH2:27]4)=[CH:22][CH:21]=3)[N:16]=2)[CH:3]=1.C=O.[C:34](O[BH-](OC(=O)C)OC(=O)C)(=O)C.[Na+].C(=O)(O)[O-].[Na+]. The catalyst is C(O)(=O)C.ClCCl. The product is [CH3:34][N:28]1[CH2:29][C:30](=[O:31])[N:26]([C:23]2[CH:24]=[CH:25][C:20]([C:17]3[N:16]=[C:15]([C:4]4[CH:3]=[C:2]([CH3:1])[N:6]([CH2:7][C:8]5[CH:9]=[CH:10][C:11]([CH3:14])=[CH:12][CH:13]=5)[N:5]=4)[O:19][N:18]=3)=[CH:21][CH:22]=2)[CH2:27]1. The yield is 0.590. (3) The reactants are [CH2:1]([O:8][C:9]1[CH:14]=[CH:13][N:12]([C:15]2[CH:20]=[CH:19][C:18]([OH:21])=[CH:17][CH:16]=2)[C:11](=[O:22])[CH:10]=1)[C:2]1[CH:7]=[CH:6][CH:5]=[CH:4][CH:3]=1.[CH3:23][N:24]([CH3:28])[CH2:25][CH2:26]O.C1(P(C2C=CC=CC=2)C2C=CC=CC=2)C=CC=CC=1.N(C(OCC)=O)=NC(OCC)=O. The catalyst is C1COCC1. The product is [CH2:1]([O:8][C:9]1[CH:14]=[CH:13][N:12]([C:15]2[CH:16]=[CH:17][C:18]([O:21][CH2:26][CH2:25][N:24]([CH3:28])[CH3:23])=[CH:19][CH:20]=2)[C:11](=[O:22])[CH:10]=1)[C:2]1[CH:7]=[CH:6][CH:5]=[CH:4][CH:3]=1. The yield is 0.600.